Dataset: Full USPTO retrosynthesis dataset with 1.9M reactions from patents (1976-2016). Task: Predict the reactants needed to synthesize the given product. (1) Given the product [Cl:36][C:26]1[C:25]2[C:30](=[CH:31][C:22]([S:19]([N:9]([CH2:10][C:11]3[CH:16]=[CH:15][CH:14]=[C:13]([O:17][CH3:18])[CH:12]=3)[CH2:8][C:7]([OH:37])=[O:6])(=[O:20])=[O:21])=[CH:23][CH:24]=2)[C:29]([NH:32][C:33]([NH2:35])=[NH:34])=[N:28][CH:27]=1, predict the reactants needed to synthesize it. The reactants are: Cl.C([O:6][C:7](=[O:37])[CH2:8][N:9]([S:19]([C:22]1[CH:31]=[C:30]2[C:25]([C:26]([Cl:36])=[CH:27][N:28]=[C:29]2[NH:32][C:33]([NH2:35])=[NH:34])=[CH:24][CH:23]=1)(=[O:21])=[O:20])[CH2:10][C:11]1[CH:16]=[CH:15][CH:14]=[C:13]([O:17][CH3:18])[CH:12]=1)(C)(C)C. (2) The reactants are: Br[C:2]1[CH:3]=[C:4]([N:8]2[CH2:13][CH2:12][CH:11]([N:14]3[CH2:19][CH2:18][O:17][CH2:16][CH2:15]3)[CH2:10][CH2:9]2)[CH:5]=[CH:6][CH:7]=1.[B:20]1([B:20]2[O:24][C:23]([CH3:26])([CH3:25])[C:22]([CH3:28])([CH3:27])[O:21]2)[O:24][C:23]([CH3:26])([CH3:25])[C:22]([CH3:28])([CH3:27])[O:21]1.C(Cl)Cl.C([O-])(=O)C. Given the product [CH3:27][C:22]1([CH3:28])[C:23]([CH3:26])([CH3:25])[O:24][B:20]([C:2]2[CH:3]=[C:4]([N:8]3[CH2:13][CH2:12][CH:11]([N:14]4[CH2:19][CH2:18][O:17][CH2:16][CH2:15]4)[CH2:10][CH2:9]3)[CH:5]=[CH:6][CH:7]=2)[O:21]1, predict the reactants needed to synthesize it. (3) Given the product [CH3:1][O:2][CH2:3][CH:4]([NH:6][C:7]([C:9]1[CH:10]=[C:11]([C:16]2[CH:21]=[CH:20][C:19]([CH3:22])=[CH:18][CH:17]=2)[CH:12]=[C:13]([C:28]2[S:27][CH:26]=[N:25][C:24]=2[CH3:23])[CH:14]=1)=[O:8])[CH3:5], predict the reactants needed to synthesize it. The reactants are: [CH3:1][O:2][CH2:3][CH:4]([NH:6][C:7]([C:9]1[CH:10]=[C:11]([C:16]2[CH:21]=[CH:20][C:19]([CH3:22])=[CH:18][CH:17]=2)[CH:12]=[C:13](I)[CH:14]=1)=[O:8])[CH3:5].[CH3:23][C:24]1[N:25]=[CH:26][S:27][CH:28]=1.CC(O[K])=O. (4) Given the product [CH3:1][C:2]1[CH:3]=[CH:4][C:5]([O:14][CH2:15][C:16]([OH:18])=[O:17])=[C:6]([C:8]2[CH:13]=[CH:12][CH:11]=[CH:10][CH:9]=2)[CH:7]=1, predict the reactants needed to synthesize it. The reactants are: [CH3:1][C:2]1[CH:3]=[CH:4][C:5]([O:14][CH2:15][C:16]([O:18]C(C)(C)C)=[O:17])=[C:6]([C:8]2[CH:13]=[CH:12][CH:11]=[CH:10][CH:9]=2)[CH:7]=1.FC(F)(F)C(O)=O. (5) Given the product [Cl:1][C:2]1[CH:7]=[C:6]([F:8])[C:5]([N:9]2[C:14](=[O:15])[CH:13]=[C:12]([C:16]([F:18])([F:19])[F:17])[N:11]([CH3:25])[C:10]2=[O:20])=[C:4]([N+:21]([O-:23])=[O:22])[C:3]=1[CH3:24], predict the reactants needed to synthesize it. The reactants are: [Cl:1][C:2]1[CH:7]=[C:6]([F:8])[C:5]([N:9]2[C:14](=[O:15])[CH:13]=[C:12]([C:16]([F:19])([F:18])[F:17])[NH:11][C:10]2=[O:20])=[C:4]([N+:21]([O-:23])=[O:22])[C:3]=1[CH3:24].[C:25](=O)([O-])[O-].[K+].[K+].COS(OC)(=O)=O.O. (6) Given the product [OH:13][C:14]1[CH:15]=[CH:16][C:17]([C:20]2[CH:21]=[C:22]3[C:26](=[CH:27][C:28]=2[C:29]2[CH:34]=[CH:33][C:32]([OH:35])=[CH:31][CH:30]=2)[NH:25][N:24]=[C:23]3[NH:43][C:44](=[O:48])[CH2:45][CH2:46][CH3:47])=[CH:18][CH:19]=1, predict the reactants needed to synthesize it. The reactants are: C[Si](I)(C)C.C1(C[O:13][C:14]2[CH:19]=[CH:18][C:17]([C:20]3[CH:21]=[C:22]4[C:26](=[CH:27][C:28]=3[C:29]3[CH:34]=[CH:33][C:32]([O:35]CC5C=CC=CC=5)=[CH:31][CH:30]=3)[NH:25][N:24]=[C:23]4[NH:43][C:44](=[O:48])[CH2:45][CH2:46][CH3:47])=[CH:16][CH:15]=2)C=CC=CC=1. (7) The reactants are: C(N(CC)CC)C.[C:16](O[C:16]([O:18][C:19]([CH3:22])([CH3:21])[CH3:20])=[O:17])([O:18][C:19]([CH3:22])([CH3:21])[CH3:20])=[O:17].[CH2:23]([O:30][C:31](=[O:56])[NH:32][CH2:33][CH2:34][CH2:35][NH:36][CH:37]([CH2:47][NH:48][C:49]([O:51][C:52]([CH3:55])([CH3:54])[CH3:53])=[O:50])[CH2:38][NH:39][C:40]([O:42][C:43]([CH3:46])([CH3:45])[CH3:44])=[O:41])[C:24]1[CH:29]=[CH:28][CH:27]=[CH:26][CH:25]=1. Given the product [CH2:23]([O:30][C:31](=[O:56])[NH:32][CH2:33][CH2:34][CH2:35][N:36]([C:16]([O:18][C:19]([CH3:20])([CH3:21])[CH3:22])=[O:17])[CH:37]([CH2:38][NH:39][C:40]([O:42][C:43]([CH3:46])([CH3:45])[CH3:44])=[O:41])[CH2:47][NH:48][C:49]([O:51][C:52]([CH3:55])([CH3:53])[CH3:54])=[O:50])[C:24]1[CH:25]=[CH:26][CH:27]=[CH:28][CH:29]=1, predict the reactants needed to synthesize it. (8) Given the product [OH:28][C:23]1[CH:22]=[CH:27][C:26]([C:2]2[CH:13]=[CH:12][C:5]3[C:6]([C:9]([OH:11])=[O:10])=[N:7][S:8][C:4]=3[CH:3]=2)=[C:25]([CH3:30])[CH:24]=1, predict the reactants needed to synthesize it. The reactants are: Br[C:2]1[CH:13]=[CH:12][C:5]2[C:6]([C:9]([OH:11])=[O:10])=[N:7][S:8][C:4]=2[CH:3]=1.CC1(C)C(C)(C)OB([C:22]2[CH:27]=[CH:26][CH:25]=[CH:24][C:23]=2[OH:28])O1.[CH:30]1(P(C2CCCCC2)C2C=CC=CC=2C2C(OC)=CC=CC=2OC)CCCCC1.P([O-])([O-])([O-])=O.[K+].[K+].[K+]. (9) Given the product [CH3:1][C:2]1[C:6]([CH3:7])=[C:5]([NH:8][C:9]([N:31]2[CH2:32][CH2:33][N:28]([C:26]3[S:25][N:24]=[C:23]([C:17]4[CH:22]=[CH:21][CH:20]=[CH:19][CH:18]=4)[N:27]=3)[CH2:29][CH2:30]2)=[O:16])[O:4][N:3]=1, predict the reactants needed to synthesize it. The reactants are: [CH3:1][C:2]1[C:6]([CH3:7])=[C:5]([NH:8][C:9](=[O:16])OCC(Cl)(Cl)Cl)[O:4][N:3]=1.[C:17]1([C:23]2[N:27]=[C:26]([N:28]3[CH2:33][CH2:32][NH:31][CH2:30][CH2:29]3)[S:25][N:24]=2)[CH:22]=[CH:21][CH:20]=[CH:19][CH:18]=1.C(N(C(C)C)CC)(C)C.O.